Dataset: Full USPTO retrosynthesis dataset with 1.9M reactions from patents (1976-2016). Task: Predict the reactants needed to synthesize the given product. (1) Given the product [Cl:1][C:2]1[CH:31]=[C:30]([O:32][CH2:33][CH:34]2[CH2:36][CH2:35]2)[CH:29]=[CH:28][C:3]=1[O:4][C:5]1[S:6][C:7]([C:10]2[CH:14]=[C:13]([CH:15]([NH2:17])[CH3:16])[O:12][N:11]=2)=[CH:8][N:9]=1, predict the reactants needed to synthesize it. The reactants are: [Cl:1][C:2]1[CH:31]=[C:30]([O:32][CH2:33][CH:34]2[CH2:36][CH2:35]2)[CH:29]=[CH:28][C:3]=1[O:4][C:5]1[S:6][C:7]([C:10]2[CH:14]=[C:13]([CH:15]([N:17]3C(=O)C4C(=CC=CC=4)C3=O)[CH3:16])[O:12][N:11]=2)=[CH:8][N:9]=1.O.NN. (2) Given the product [Cl:1][C:2]1[CH:7]=[CH:6][C:5]([Cl:8])=[CH:4][C:3]=1[O:9][CH:16]1[CH2:15][CH2:14][N:13]([C:18]2[N:19]=[N:20][CH:21]=[CH:22][N:23]=2)[CH2:12][CH:11]1[CH3:10], predict the reactants needed to synthesize it. The reactants are: [Cl:1][C:2]1[CH:7]=[CH:6][C:5]([Cl:8])=[CH:4][C:3]=1[OH:9].[CH3:10][CH:11]1[CH:16](O)[CH2:15][CH2:14][N:13]([C:18]2[N:19]=[N:20][CH:21]=[CH:22][N:23]=2)[CH2:12]1. (3) Given the product [CH2:1]([O:8][C:9](=[O:25])[NH:10][C@H:11]1[CH2:16][CH2:15][C@@H:14]([NH2:17])[CH2:13][CH2:12]1)[C:2]1[CH:3]=[CH:4][CH:5]=[CH:6][CH:7]=1, predict the reactants needed to synthesize it. The reactants are: [CH2:1]([O:8][C:9](=[O:25])[NH:10][C@H:11]1[CH2:16][CH2:15][C@@H:14]([NH:17]C(OC(C)(C)C)=O)[CH2:13][CH2:12]1)[C:2]1[CH:7]=[CH:6][CH:5]=[CH:4][CH:3]=1.C(O)(C(F)(F)F)=O.